Task: Predict the reactants needed to synthesize the given product.. Dataset: Full USPTO retrosynthesis dataset with 1.9M reactions from patents (1976-2016) (1) Given the product [C:17]1([C:14]2[CH:13]=[C:12]([C:23]3[CH:28]=[CH:27][CH:26]=[CH:25][CH:24]=3)[C:11]3[CH2:10][CH2:9][CH2:8][C:7](=[O:6])[C:16]=3[N:29]=2)[CH:22]=[CH:21][CH:20]=[CH:19][CH:18]=1, predict the reactants needed to synthesize it. The reactants are: F[B-](F)(F)F.[O:6]=[C:7]1[C:16]2[O+]=[C:14]([C:17]3[CH:22]=[CH:21][CH:20]=[CH:19][CH:18]=3)[CH:13]=[C:12]([C:23]3[CH:28]=[CH:27][CH:26]=[CH:25][CH:24]=3)[C:11]=2[CH2:10][CH2:9][CH2:8]1.[NH4+:29]. (2) Given the product [CH3:7][O:8][C:9](=[O:13])[CH2:10][CH2:11][NH:12][CH2:3][C:2]([CH3:6])([CH3:5])[CH3:1], predict the reactants needed to synthesize it. The reactants are: [CH3:1][C:2]([CH3:6])([CH3:5])[CH:3]=O.[CH3:7][O:8][C:9](=[O:13])[CH2:10][CH2:11][NH2:12].[BH3-]C#N.[Na+]. (3) Given the product [F:1][C:2]1[CH:3]=[CH:4][C:5]([CH2:6][N:7]2[CH2:12][CH2:11][N:10]3[C:13](=[O:19])[C:14]([I:23])=[C:15]([OH:18])[C:16]([OH:17])=[C:9]3[C:8]2=[O:20])=[CH:21][CH:22]=1, predict the reactants needed to synthesize it. The reactants are: [F:1][C:2]1[CH:22]=[CH:21][C:5]([CH2:6][N:7]2[CH2:12][CH2:11][N:10]3[C:13](=[O:19])[CH:14]=[C:15]([OH:18])[C:16]([OH:17])=[C:9]3[C:8]2=[O:20])=[CH:4][CH:3]=1.[I:23]Cl. (4) Given the product [CH3:1][C:2]1[C:6]([CH2:7][N:8]2[CH:12]=[C:11]([N:13]3[C:17](=[O:18])[C:16]([CH3:19])([CH3:20])[N:15]([CH2:24][CH2:25][O:26][C:27]4[CH:32]=[CH:31][CH:30]=[CH:29][CH:28]=4)[C:14]3=[O:21])[CH:10]=[N:9]2)=[C:5]([CH3:22])[O:4][N:3]=1, predict the reactants needed to synthesize it. The reactants are: [CH3:1][C:2]1[C:6]([CH2:7][N:8]2[CH:12]=[C:11]([N:13]3[C:17](=[O:18])[C:16]([CH3:20])([CH3:19])[NH:15][C:14]3=[O:21])[CH:10]=[N:9]2)=[C:5]([CH3:22])[O:4][N:3]=1.Br[CH2:24][CH2:25][O:26][C:27]1[CH:32]=[CH:31][CH:30]=[CH:29][CH:28]=1. (5) Given the product [CH2:1]1[CH2:10][O:9][C:8]2[CH:7]=[CH:6][C:5]([NH:11][C:12]3[C:17]([F:18])=[CH:16][N:15]=[C:14]([NH:19][C:20]4[CH:21]=[C:22]5[C:23]([CH:31]=[CH:30][NH:29]5)=[CH:24][CH:25]=4)[N:13]=3)=[CH:4][C:3]=2[O:2]1, predict the reactants needed to synthesize it. The reactants are: [CH2:1]1[CH2:10][O:9][C:8]2[CH:7]=[CH:6][C:5]([NH:11][C:12]3[C:17]([F:18])=[CH:16][N:15]=[C:14]([NH:19][C:20]4[CH:25]=[CH:24][CH:23]=[C:22](O)[CH:21]=4)[N:13]=3)=[CH:4][C:3]=2[O:2]1.ClC1N=C(NC2C=CC3OCCOC=3C=2)[C:31](F)=[CH:30][N:29]=1.NC1C=C2C(C=CN2)=CC=1. (6) The reactants are: [CH3:1][N:2]([CH2:4][CH2:5][N:6]1[C:10]2[CH:11]=[CH:12][CH:13]=[CH:14][C:9]=2[N:8]=[C:7]1[CH2:15][N:16]1[C:20]2[CH:21]=[CH:22][CH:23]=[CH:24][C:19]=2[N:18]=[N:17]1)[CH3:3].[CH3:25][I:26]. Given the product [I-:26].[N:16]1([CH2:15][C:7]2[N:6]([CH2:5][CH2:4][N+:2]([CH3:25])([CH3:1])[CH3:3])[C:10]3[CH:11]=[CH:12][CH:13]=[CH:14][C:9]=3[N:8]=2)[C:20]2[CH:21]=[CH:22][CH:23]=[CH:24][C:19]=2[N:18]=[N:17]1, predict the reactants needed to synthesize it. (7) Given the product [I:27][C:2]1[CH:3]=[C:4]([C:8]2[CH:13]=[CH:12][CH:11]=[C:10]([N:14]3[C:26]4[CH:25]=[CH:24][CH:23]=[CH:22][C:21]=4[C:20]4[C:15]3=[CH:16][CH:17]=[CH:18][CH:19]=4)[CH:9]=2)[CH:5]=[CH:6][CH:7]=1, predict the reactants needed to synthesize it. The reactants are: Br[C:2]1[CH:3]=[C:4]([C:8]2[CH:13]=[CH:12][CH:11]=[C:10]([N:14]3[C:26]4[CH:25]=[CH:24][CH:23]=[CH:22][C:21]=4[C:20]4[C:15]3=[CH:16][CH:17]=[CH:18][CH:19]=4)[CH:9]=2)[CH:5]=[CH:6][CH:7]=1.[I-:27].[Na+].CNC1CCCCC1NC.